Dataset: Full USPTO retrosynthesis dataset with 1.9M reactions from patents (1976-2016). Task: Predict the reactants needed to synthesize the given product. (1) The reactants are: [CH2:1]([N:8]1[CH2:12][CH2:11][CH2:10][C@H:9]1[CH2:13][N:14](C(OC(C)(C)C)=O)[S:15]([N:18]1[C:23]2([CH2:25][CH2:24]2)[CH2:22][N:21]([C:26]2[C:27]3[CH:34]=[CH:33][N:32](C(OC(C)(C)C)=O)[C:28]=3[N:29]=[CH:30][N:31]=2)[CH2:20][CH2:19]1)(=[O:17])=[O:16])[C:2]1[CH:7]=[CH:6][CH:5]=[CH:4][CH:3]=1.C(O)(C(F)(F)F)=O. Given the product [CH2:1]([N:8]1[CH2:12][CH2:11][CH2:10][C@H:9]1[CH2:13][NH:14][S:15]([N:18]1[C:23]2([CH2:24][CH2:25]2)[CH2:22][N:21]([C:26]2[C:27]3[CH:34]=[CH:33][NH:32][C:28]=3[N:29]=[CH:30][N:31]=2)[CH2:20][CH2:19]1)(=[O:17])=[O:16])[C:2]1[CH:7]=[CH:6][CH:5]=[CH:4][CH:3]=1, predict the reactants needed to synthesize it. (2) The reactants are: [OH:1][CH2:2][C@H:3]([N:5]1[CH2:13][C:12]2[C:7](=[CH:8][CH:9]=[CH:10][C:11]=2[N+:14]([O-])=O)[C:6]1=[O:17])[CH3:4]. Given the product [NH2:14][C:11]1[CH:10]=[CH:9][CH:8]=[C:7]2[C:12]=1[CH2:13][N:5]([C@H:3]([CH3:4])[CH2:2][OH:1])[C:6]2=[O:17], predict the reactants needed to synthesize it. (3) Given the product [Br:23][C:24]1[CH:25]=[CH:26][C:27](/[CH:30]=[CH:20]/[CH:21]=[O:22])=[N:28][CH:29]=1, predict the reactants needed to synthesize it. The reactants are: C1(P(=[CH:20][CH:21]=[O:22])(C2C=CC=CC=2)C2C=CC=CC=2)C=CC=CC=1.[Br:23][C:24]1[CH:25]=[CH:26][C:27]([CH:30]=O)=[N:28][CH:29]=1. (4) Given the product [OH:23][CH2:22][C:21]([NH:20][C:17]([C:10]1[C:11]2[CH2:12][C@H:13]3[CH2:16][C@H:14]3[C:15]=2[N:8]([C:5]2[CH:4]=[N:3][C:2]([OH:1])=[CH:7][N:6]=2)[N:9]=1)=[O:18])([CH3:25])[CH3:24], predict the reactants needed to synthesize it. The reactants are: [OH:1][C:2]1[N:3]=[CH:4][C:5]([N:8]2[C:15]3[C@@H:14]4[CH2:16][C@@H:13]4[CH2:12][C:11]=3[C:10]([C:17](O)=[O:18])=[N:9]2)=[N:6][CH:7]=1.[NH2:20][C:21]([CH3:25])([CH3:24])[CH2:22][OH:23].